This data is from Forward reaction prediction with 1.9M reactions from USPTO patents (1976-2016). The task is: Predict the product of the given reaction. (1) Given the reactants [CH3:1][O:2][CH2:3][CH:4]([CH3:20])[O:5][C:6]1[C:7]([NH2:19])=[N:8][CH:9]=[C:10]([O:12][C:13]2[CH:18]=[CH:17][CH:16]=[CH:15][CH:14]=2)[CH:11]=1.[C:21](N1C=CN=C1)([N:23]1C=CN=C1)=[S:22].[NH4+].[OH-].O, predict the reaction product. The product is: [CH3:1][O:2][CH2:3][CH:4]([CH3:20])[O:5][C:6]1[C:7]([NH:19][C:21]([NH2:23])=[S:22])=[N:8][CH:9]=[C:10]([O:12][C:13]2[CH:18]=[CH:17][CH:16]=[CH:15][CH:14]=2)[CH:11]=1. (2) Given the reactants [Cl:1][C:2]1[CH:3]=[C:4]([SH:10])[CH:5]=[C:6]([O:8][CH3:9])[CH:7]=1.CN(C=O)C.Cl[CH2:17][C:18](=[O:24])[CH2:19][C:20]([O:22][CH3:23])=[O:21].C([O-])([O-])=O.[K+].[K+], predict the reaction product. The product is: [Cl:1][C:2]1[CH:3]=[C:4]([S:10][CH2:17][C:18](=[O:24])[CH2:19][C:20]([O:22][CH3:23])=[O:21])[CH:5]=[C:6]([O:8][CH3:9])[CH:7]=1. (3) Given the reactants [CH2:1]([O:3][C:4](=[O:43])[CH2:5][O:6][C:7]1[CH:12]=[CH:11][C:10]([S:13]([N:16]2[CH2:25][CH:24]([CH2:26][CH2:27][C:28]3[CH:33]=[CH:32][CH:31]=[CH:30][CH:29]=3)[C:23]3[C:18](=[CH:19][C:20](OS(C(F)(F)F)(=O)=O)=[CH:21][CH:22]=3)[CH2:17]2)(=[O:15])=[O:14])=[CH:9][C:8]=1[CH3:42])[CH3:2].[F:44][C:45]([F:56])([F:55])[C:46]1[CH:51]=[CH:50][C:49](B(O)O)=[CH:48][CH:47]=1.O.O.O.P([O-])([O-])([O-])=O.[K+].[K+].[K+], predict the reaction product. The product is: [CH2:1]([O:3][C:4](=[O:43])[CH2:5][O:6][C:7]1[CH:12]=[CH:11][C:10]([S:13]([N:16]2[CH2:25][CH:24]([CH2:26][CH2:27][C:28]3[CH:29]=[CH:30][CH:31]=[CH:32][CH:33]=3)[C:23]3[C:18](=[CH:19][C:20]([C:49]4[CH:50]=[CH:51][C:46]([C:45]([F:56])([F:55])[F:44])=[CH:47][CH:48]=4)=[CH:21][CH:22]=3)[CH2:17]2)(=[O:14])=[O:15])=[CH:9][C:8]=1[CH3:42])[CH3:2]. (4) Given the reactants [I:1][C:2]1[CH:3]=[C:4]([CH:7]=[CH:8][CH:9]=1)[CH:5]=[O:6].[CH2:10]([Mg]Br)[CH2:11][CH:12]=[CH2:13], predict the reaction product. The product is: [I:1][C:2]1[CH:3]=[C:4]([CH:5]([OH:6])[CH2:13][CH2:12][CH:11]=[CH2:10])[CH:7]=[CH:8][CH:9]=1. (5) Given the reactants [Br:1][C:2]1[CH:3]=[C:4]2[C:9](=[CH:10][CH:11]=1)[C:8](=[O:12])[NH:7][C:6](=[O:13])[C:5]2=[CH:14]OC.[NH2:17][CH2:18][CH2:19][C:20]1[C:28]2[C:23](=[CH:24][CH:25]=[CH:26][CH:27]=2)[NH:22][CH:21]=1, predict the reaction product. The product is: [Br:1][C:2]1[CH:3]=[C:4]2[C:9](=[CH:10][CH:11]=1)[C:8](=[O:12])[NH:7][C:6](=[O:13])/[C:5]/2=[CH:14]\[NH:17][CH2:18][CH2:19][C:20]1[C:28]2[C:23](=[CH:24][CH:25]=[CH:26][CH:27]=2)[NH:22][CH:21]=1. (6) Given the reactants FC(F)(F)S(O[C:7]1[CH:8]=[N:9][N:10]([CH:14]2[CH2:19][CH2:18][CH2:17][CH2:16][O:15]2)[C:11](=[O:13])[CH:12]=1)(=O)=O.[F:22][C:23]([F:34])([F:33])[C:24]1[CH:29]=[CH:28][C:27](B(O)O)=[CH:26][CH:25]=1, predict the reaction product. The product is: [O:15]1[CH2:16][CH2:17][CH2:18][CH2:19][CH:14]1[N:10]1[C:11](=[O:13])[CH:12]=[C:7]([C:27]2[CH:28]=[CH:29][C:24]([C:23]([F:34])([F:33])[F:22])=[CH:25][CH:26]=2)[CH:8]=[N:9]1.